From a dataset of Reaction yield outcomes from USPTO patents with 853,638 reactions. Predict the reaction yield, written as a fraction of the theoretical maximum amount of product (1.0 means a 100% yield; for example, 0.34 means a 34% yield). (1) The product is [C:29]([S:31][CH2:2][CH2:1][C:3]1[CH:8]=[CH:7][C:6]([C:9]([O:11][CH3:12])=[O:10])=[CH:5][C:4]=1[C:13]([O:15][CH3:16])=[O:14])(=[O:32])[CH3:30]. The catalyst is C1C=CC=CC=1.C([O-])(O)=O.[Na+]. The yield is 0.270. The reactants are [CH:1]([C:3]1[CH:8]=[CH:7][C:6]([C:9]([O:11][CH3:12])=[O:10])=[CH:5][C:4]=1[C:13]([O:15][CH3:16])=[O:14])=[CH2:2].CC(N=NC(C#N)(C)C)(C#N)C.[C:29]([OH:32])(=[S:31])[CH3:30]. (2) The reactants are Cl.[O:2]1CCO[CH:3]1[CH2:7][CH:8]([C:10]1[N:15]=[CH:14][C:13]([F:16])=[CH:12][N:11]=1)[CH3:9].C(=O)([O-])O.[Na+]. The catalyst is O1CCCC1. The product is [F:16][C:13]1[CH:14]=[N:15][C:10]([CH:8]([CH3:9])[CH2:7][CH:3]=[O:2])=[N:11][CH:12]=1. The yield is 0.350. (3) The reactants are [C:1]1([C@H:7]([NH:10][C:11]2[C:16]([NH2:17])=[N:15][CH:14]=[C:13]([C:18]3[CH:27]=[CH:26][CH:25]=[C:24]4[C:19]=3[CH:20]=[CH:21][CH:22]=[N:23]4)[N:12]=2)[CH2:8][CH3:9])[CH:6]=[CH:5][CH:4]=[CH:3][CH:2]=1.BrC1N=C(N[C@@H](C2C=CC=CC=2)CC)C(N)=NC=1.N1C2C=CC=C(B(O)O)C=2C=CC=1.[C:59](=O)([O-])[O-:60].[K+].[K+]. The catalyst is C1C=CC([P]([Pd]([P](C2C=CC=CC=2)(C2C=CC=CC=2)C2C=CC=CC=2)([P](C2C=CC=CC=2)(C2C=CC=CC=2)C2C=CC=CC=2)[P](C2C=CC=CC=2)(C2C=CC=CC=2)C2C=CC=CC=2)(C2C=CC=CC=2)C2C=CC=CC=2)=CC=1.CN(C)C=O.O. The product is [C:1]1([C@H:7]([N:10]2[C:11]3=[N:12][C:13]([C:18]4[CH:27]=[CH:26][CH:25]=[C:24]5[C:19]=4[CH:20]=[CH:21][CH:22]=[N:23]5)=[CH:14][N:15]=[C:16]3[NH:17][C:59]2=[O:60])[CH2:8][CH3:9])[CH:2]=[CH:3][CH:4]=[CH:5][CH:6]=1. The yield is 0.930. (4) The reactants are [Li+].[BH4-].[C:3]([O:7][C:8]([N:10]1[CH2:15][CH2:14][C:13]2[N:16]([CH2:29][CH2:30][C:31](OC)=[O:32])[N:17]=[C:18]([C:19]3[CH:24]=[CH:23][C:22]([C:25]([F:28])([F:27])[F:26])=[CH:21][CH:20]=3)[C:12]=2[CH2:11]1)=[O:9])([CH3:6])([CH3:5])[CH3:4]. The catalyst is C1COCC1. The product is [C:3]([O:7][C:8]([N:10]1[CH2:15][CH2:14][C:13]2[N:16]([CH2:29][CH2:30][CH2:31][OH:32])[N:17]=[C:18]([C:19]3[CH:24]=[CH:23][C:22]([C:25]([F:28])([F:26])[F:27])=[CH:21][CH:20]=3)[C:12]=2[CH2:11]1)=[O:9])([CH3:6])([CH3:5])[CH3:4]. The yield is 0.950. (5) The reactants are Cl[C:2]1[N:11]=[CH:10][CH:9]=[C:8]2[C:3]=1[CH:4]=[CH:5][CH:6]=[N:7]2.[N-:12]=[N+:13]=[N-:14].[Na+]. The catalyst is CN(C=O)C. The product is [N:12]([C:2]1[N:11]=[CH:10][CH:9]=[C:8]2[C:3]=1[CH:4]=[CH:5][CH:6]=[N:7]2)=[N+:13]=[N-:14]. The yield is 0.960. (6) The product is [Cl:3][C:4]1[CH:5]=[CH:6][C:7]([C:8]([N:10]([C@@H:12]([CH2:21][CH2:22][CH3:23])[CH2:13][N:14]2[CH2:19][CH2:18][CH:17]([O:20][CH3:26])[CH2:16][CH2:15]2)[CH3:11])=[O:9])=[CH:24][CH:25]=1. The catalyst is C1COCC1. The reactants are [H-].[Na+].[Cl:3][C:4]1[CH:25]=[CH:24][C:7]([C:8]([N:10]([C@@H:12]([CH2:21][CH2:22][CH3:23])[CH2:13][N:14]2[CH2:19][CH2:18][CH:17]([OH:20])[CH2:16][CH2:15]2)[CH3:11])=[O:9])=[CH:6][CH:5]=1.[CH3:26]I. The yield is 0.510.